Dataset: Full USPTO retrosynthesis dataset with 1.9M reactions from patents (1976-2016). Task: Predict the reactants needed to synthesize the given product. (1) Given the product [CH2:1]([C:8]1[C:9](=[O:11])[N:32]([C:29]2[N:28]=[CH:27][C:26]([S:23]([N:22]([CH2:20][CH3:21])[C:34]3[CH:39]=[CH:38][CH:37]=[CH:36][CH:35]=3)(=[O:25])=[O:24])=[CH:31][CH:30]=2)[NH:33][C:13]=1[C:14]([F:17])([F:16])[F:15])[C:2]1[CH:3]=[CH:4][CH:5]=[CH:6][CH:7]=1, predict the reactants needed to synthesize it. The reactants are: [CH2:1]([CH:8]([C:13](O)(O)[C:14]([F:17])([F:16])[F:15])[C:9]([O:11]C)=O)[C:2]1[CH:7]=[CH:6][CH:5]=[CH:4][CH:3]=1.[CH2:20]([N:22]([C:34]1[CH:39]=[CH:38][CH:37]=[CH:36][CH:35]=1)[S:23]([C:26]1[CH:27]=[N:28][C:29]([NH:32][NH2:33])=[CH:30][CH:31]=1)(=[O:25])=[O:24])[CH3:21]. (2) Given the product [CH3:22][NH:23][C:24]([C:26]1[CH:27]=[C:28]2[C:33](=[CH:34][C:35]=1[O:36][CH2:15][C@H:13]([OH:14])[CH2:12][N:52]([CH2:53][CH3:54])[CH2:50][CH3:51])[N:32]=[CH:31][CH:30]=[C:29]2[O:37][C:38]1[CH:43]=[CH:42][C:41]([NH:44][C:45]([NH:47][CH3:48])=[O:46])=[C:40]([Cl:49])[CH:39]=1)=[O:25], predict the reactants needed to synthesize it. The reactants are: CC1C=CC(S(O[CH2:12][C@H:13]2[CH2:15][O:14]2)(=O)=O)=CC=1.C(=O)([O-])[O-].[K+].[K+].[CH3:22][NH:23][C:24]([C:26]1[CH:27]=[C:28]2[C:33](=[CH:34][C:35]=1[OH:36])[N:32]=[CH:31][CH:30]=[C:29]2[O:37][C:38]1[CH:43]=[CH:42][C:41]([NH:44][C:45]([NH:47][CH3:48])=[O:46])=[C:40]([Cl:49])[CH:39]=1)=[O:25].[CH2:50]([NH:52][CH2:53][CH3:54])[CH3:51]. (3) Given the product [S:26]1[CH:27]=[CH:28][N:29]=[C:25]1[NH:24][C:21]([C:19]1[CH:18]=[CH:17][C:16]2[N:12]([CH2:11][CH2:10][CH2:9][NH2:8])[CH:13]=[N:14][C:15]=2[CH:20]=1)=[O:23], predict the reactants needed to synthesize it. The reactants are: C(OC([NH:8][CH2:9][CH2:10][CH2:11][N:12]1[C:16]2[CH:17]=[CH:18][C:19]([C:21]([OH:23])=O)=[CH:20][C:15]=2[N:14]=[CH:13]1)=O)(C)(C)C.[NH2:24][C:25]1[S:26][CH:27]=[CH:28][N:29]=1. (4) Given the product [C:1]([O:5][C@@H:6]([C:11]1[C:39]([CH3:40])=[CH:38][C:14]2[N:15]=[C:16]([C:18]3[CH:23]=[CH:22][N:21]=[C:20]([N:24]4[CH2:29][CH2:28][NH:27][C@H:26]([CH3:37])[CH2:25]4)[N:19]=3)[S:17][C:13]=2[C:12]=1[C:41]1[CH:42]=[CH:43][C:44]([Cl:47])=[CH:45][CH:46]=1)[C:7]([O:9][CH3:10])=[O:8])([CH3:2])([CH3:3])[CH3:4], predict the reactants needed to synthesize it. The reactants are: [C:1]([O:5][C@@H:6]([C:11]1[C:39]([CH3:40])=[CH:38][C:14]2[N:15]=[C:16]([C:18]3[CH:23]=[CH:22][N:21]=[C:20]([N:24]4[CH2:29][CH2:28][N:27](C(OC(C)(C)C)=O)[C@H:26]([CH3:37])[CH2:25]4)[N:19]=3)[S:17][C:13]=2[C:12]=1[C:41]1[CH:46]=[CH:45][C:44]([Cl:47])=[CH:43][CH:42]=1)[C:7]([O:9][CH3:10])=[O:8])([CH3:4])([CH3:3])[CH3:2].Cl. (5) Given the product [CH2:1]([C:3]1[N:4]([C:35]2[CH:36]=[CH:37][C:32]([O:31][CH:28]([CH3:30])[CH3:29])=[CH:33][CH:34]=2)[C:5](=[O:27])[C:6]([CH2:12][C:13]2[CH:18]=[CH:17][C:16]([C:19]3[C:20]([C:25]#[N:26])=[CH:21][CH:22]=[CH:23][CH:24]=3)=[CH:15][CH:14]=2)=[C:7]([CH2:9][CH2:10][CH3:11])[N:8]=1)[CH3:2], predict the reactants needed to synthesize it. The reactants are: [CH2:1]([C:3]1[NH:4][C:5](=[O:27])[C:6]([CH2:12][C:13]2[CH:18]=[CH:17][C:16]([C:19]3[C:20]([C:25]#[N:26])=[CH:21][CH:22]=[CH:23][CH:24]=3)=[CH:15][CH:14]=2)=[C:7]([CH2:9][CH2:10][CH3:11])[N:8]=1)[CH3:2].[CH:28]([O:31][C:32]1[CH:37]=[CH:36][C:35](B(O)O)=[CH:34][CH:33]=1)([CH3:30])[CH3:29].C(N(CC)CC)C.N1C=CC=CC=1. (6) Given the product [OH:30][CH:29]([C:27]1[CH:26]=[CH:25][C:22]([C:23]#[N:24])=[C:21]([O:20][CH3:19])[CH:28]=1)[CH2:31][N:4]1[CH2:5][CH2:6][N:1]([CH2:7][CH2:8][C:9]2[CH:18]=[CH:17][C:12]3[C:13](=[O:16])[O:14][CH2:15][C:11]=3[CH:10]=2)[CH2:2][CH2:3]1, predict the reactants needed to synthesize it. The reactants are: [N:1]1([CH2:7][CH2:8][C:9]2[CH:18]=[CH:17][C:12]3[C:13](=[O:16])[O:14][CH2:15][C:11]=3[CH:10]=2)[CH2:6][CH2:5][NH:4][CH2:3][CH2:2]1.[CH3:19][O:20][C:21]1[CH:28]=[C:27]([CH:29]2[CH2:31][O:30]2)[CH:26]=[CH:25][C:22]=1[C:23]#[N:24].